From a dataset of Experimentally validated miRNA-target interactions with 360,000+ pairs, plus equal number of negative samples. Binary Classification. Given a miRNA mature sequence and a target amino acid sequence, predict their likelihood of interaction. (1) The miRNA is hsa-miR-5087 with sequence GGGUUUGUAGCUUUGCUGGCAUG. The protein sequence of the target gene is MNIRGAPDLGQPSDDPSSGGERERIRQRMKMVIGQLEGILRELKEVAKELREVVSQIDKLTSDFDFELEPDDWTTATVSSTSSSDKAGMGGPFDLGHLDFMTADILSDSWEFCSFLDVSTPSDSVDGPESTRPGAGPDYRLMNGGTPIPNGPRVETPDSSSEEAFGAGPTVKSQLPQRTPGTRERVRFSDKVLYHALCCDDEEGDGEQEVEEEEVGLPPEPAHTEAHAGPHKPSPAPYKSRRSPLTSRHSGSTLAPEQTRRVTRNSSTQTVSDKSTQTVLPYTATRQKARGKN. Result: 0 (no interaction). (2) The miRNA is hsa-miR-6749-3p with sequence CUCCUCCCCUGCCUGGCCCAG. The protein sequence of the target gene is MLCALLLLPSLLGATRASPTSGPQECAKGSTVWCQDLQTAARCGAVGYCQGAVWNKPTAKSLPCDVCQDIAAAAGNGLNPDATESDILALVMKTCEWLPSQESSAGCKWMVDAHSSAILSMLRGAPDSAPAQVCTALSLCEPLQRHLATLRPLSKEDTFEAVAPFMANGPLTFHPRQAPEGALCQDCVRQVSRLQEAVRSNLTLADLNIQEQCESLGPGLAVLCKNYLFQFFVPADQALRLLPPQELCRKGGFCEELGAPARLTQVVAMDGVPSLELGLPRKQSEMQMKAGVTCEVCMNV.... Result: 1 (interaction).